This data is from Forward reaction prediction with 1.9M reactions from USPTO patents (1976-2016). The task is: Predict the product of the given reaction. (1) Given the reactants Cl.[Cl:2][C:3]1[N:4]=[C:5]([O:13][CH3:14])[S:6][C:7]=1[CH:8]1OCC[O:9]1.[OH-].[Na+], predict the reaction product. The product is: [Cl:2][C:3]1[N:4]=[C:5]([O:13][CH3:14])[S:6][C:7]=1[CH:8]=[O:9]. (2) The product is: [Cl:16][C:6]1[N:5]=[CH:4][N:3]=[C:2]([NH2:1])[C:7]=1[C:8]1[O:10][N:11]=[C:12]([CH3:13])[N:15]=1. Given the reactants [NH2:1][C:2]1[C:7]([C:8]([O:10][N:11]=[C:12]([NH2:15])[CH2:13]C)=O)=[C:6]([Cl:16])[N:5]=[CH:4][N:3]=1.[N+](CCCC)(CCCC)(CCCC)CCCC.[F-], predict the reaction product. (3) Given the reactants [F:1][C:2]1[C:3]([N+:36]([O-])=O)=[C:4]([NH:8][C:9]2[N:17]=[C:16]3[C:12]([N:13]=[C:14]([CH2:19][N:20]4[CH2:25][CH2:24][CH:23]([C:26]([OH:29])([CH3:28])[CH3:27])[CH2:22][CH2:21]4)[N:15]3[CH3:18])=[C:11]([N:30]3[CH2:35][CH2:34][O:33][CH2:32][CH2:31]3)[N:10]=2)[CH:5]=[CH:6][CH:7]=1, predict the reaction product. The product is: [NH2:36][C:3]1[C:2]([F:1])=[CH:7][CH:6]=[CH:5][C:4]=1[NH:8][C:9]1[N:17]=[C:16]2[C:12]([N:13]=[C:14]([CH2:19][N:20]3[CH2:21][CH2:22][CH:23]([C:26]([OH:29])([CH3:28])[CH3:27])[CH2:24][CH2:25]3)[N:15]2[CH3:18])=[C:11]([N:30]2[CH2:35][CH2:34][O:33][CH2:32][CH2:31]2)[N:10]=1. (4) Given the reactants [CH3:1][O:2][C:3]1[C:10]([O:11][CH3:12])=[CH:9][C:6](C=O)=[C:5]([N+:13]([O-:15])=[O:14])[CH:4]=1.ClC1C=C(C=CC=1)C(OO)=[O:21].FC(F)(F)C(O)=O.[OH-].[Na+].Cl, predict the reaction product. The product is: [CH3:1][O:2][C:3]1[C:10]([O:11][CH3:12])=[CH:9][C:6]([OH:21])=[C:5]([N+:13]([O-:15])=[O:14])[CH:4]=1.